Predict the reaction yield, written as a fraction of the theoretical maximum amount of product (1.0 means a 100% yield; for example, 0.34 means a 34% yield). From a dataset of Reaction yield outcomes from USPTO patents with 853,638 reactions. The reactants are [C:1]([C:3]1[CH:8]=[CH:7][C:6]([CH:9]([CH3:13])[C:10]([OH:12])=O)=[CH:5][C:4]=1[O:14][CH3:15])#[N:2].[C:16]1([CH3:34])[CH:21]=[CH:20][CH:19]=[C:18]([C:22]2[C:27]([CH2:28][NH2:29])=[CH:26][CH:25]=[C:24]([C:30]([F:33])([F:32])[F:31])[N:23]=2)[CH:17]=1.CN(C)CCCN=C=NCC.ON1C2C=CC=CC=2N=N1.C(N(CC)CC)C. The catalyst is C(#N)C.C(OCC)(=O)C. The product is [C:1]([C:3]1[CH:8]=[CH:7][C:6]([CH:9]([CH3:13])[C:10]([NH:29][CH2:28][C:27]2[C:22]([C:18]3[CH:17]=[C:16]([CH3:34])[CH:21]=[CH:20][CH:19]=3)=[N:23][C:24]([C:30]([F:33])([F:31])[F:32])=[CH:25][CH:26]=2)=[O:12])=[CH:5][C:4]=1[O:14][CH3:15])#[N:2]. The yield is 0.900.